This data is from Forward reaction prediction with 1.9M reactions from USPTO patents (1976-2016). The task is: Predict the product of the given reaction. (1) Given the reactants Cl[C:2]1[CH:3]=[C:4]([CH:7]=[CH:8][C:9]=1[N+:10]([O-:12])=[O:11])[C:5]#[N:6].[NH2:13][C:14]1[CH:19]=[CH:18][C:17]([CH2:20][CH2:21][OH:22])=[CH:16][CH:15]=1, predict the reaction product. The product is: [OH:22][CH2:21][CH2:20][C:17]1[CH:18]=[CH:19][C:14]([NH:13][C:2]2[CH:3]=[C:4]([CH:7]=[CH:8][C:9]=2[N+:10]([O-:12])=[O:11])[C:5]#[N:6])=[CH:15][CH:16]=1. (2) Given the reactants [Cl:1][C:2]1[C:7]([C:8]2[CH:13]=[CH:12][CH:11]=[C:10]([CH:14]=O)[CH:9]=2)=[CH:6][C:5]([CH2:16][NH:17][C:18]([C:20]2[CH:25]=[CH:24][CH:23]=[C:22]([C:26]([NH:28][CH2:29][C:30]3[C:31]([NH:43][CH:44]4[CH2:49][CH2:48][O:47][CH2:46][CH2:45]4)=[C:32]4[CH:40]=[N:39][N:38]([CH2:41][CH3:42])[C:33]4=[N:34][C:35]=3[CH2:36][CH3:37])=[O:27])[CH:21]=2)=[O:19])=[CH:4][CH:3]=1.[CH3:50][N:51]1[CH2:57][CH2:56][CH2:55][NH:54][CH2:53][CH2:52]1.C(O)(=O)C.C(O[BH-](OC(=O)C)OC(=O)C)(=O)C.[Na+], predict the reaction product. The product is: [Cl:1][C:2]1[C:7]([C:8]2[CH:13]=[CH:12][CH:11]=[C:10]([CH2:14][N:54]3[CH2:55][CH2:56][CH2:57][N:51]([CH3:50])[CH2:52][CH2:53]3)[CH:9]=2)=[CH:6][C:5]([CH2:16][NH:17][C:18]([C:20]2[CH:25]=[CH:24][CH:23]=[C:22]([C:26]([NH:28][CH2:29][C:30]3[C:31]([NH:43][CH:44]4[CH2:49][CH2:48][O:47][CH2:46][CH2:45]4)=[C:32]4[CH:40]=[N:39][N:38]([CH2:41][CH3:42])[C:33]4=[N:34][C:35]=3[CH2:36][CH3:37])=[O:27])[CH:21]=2)=[O:19])=[CH:4][CH:3]=1.